Task: Predict the reaction yield, written as a fraction of the theoretical maximum amount of product (1.0 means a 100% yield; for example, 0.34 means a 34% yield).. Dataset: Reaction yield outcomes from USPTO patents with 853,638 reactions (1) The reactants are [Si]([O:8][CH2:9][C:10]1([CH3:37])[S:16][CH2:15][CH2:14][N:13]2[C:17]([C:20]3([C:23]4[CH:28]=[CH:27][C:26]([C:29]5[CH:30]=[N:31][CH:32]=[C:33]([CH:36]=5)[C:34]#[N:35])=[CH:25][CH:24]=4)[CH2:22][CH2:21]3)=[N:18][N:19]=[C:12]2[CH2:11]1)(C(C)(C)C)(C)C.Cl. The catalyst is CO. The product is [OH:8][CH2:9][C:10]1([CH3:37])[S:16][CH2:15][CH2:14][N:13]2[C:17]([C:20]3([C:23]4[CH:24]=[CH:25][C:26]([C:29]5[CH:30]=[N:31][CH:32]=[C:33]([CH:36]=5)[C:34]#[N:35])=[CH:27][CH:28]=4)[CH2:22][CH2:21]3)=[N:18][N:19]=[C:12]2[CH2:11]1. The yield is 0.390. (2) The reactants are [F:1][C:2]1[CH:3]=[C:4]([CH2:10][OH:11])[C:5]([O:8][CH3:9])=[N:6][CH:7]=1. The catalyst is C(OCC)(=O)C.[O-2].[Mn+4].[O-2]. The product is [F:1][C:2]1[CH:3]=[C:4]([CH:10]=[O:11])[C:5]([O:8][CH3:9])=[N:6][CH:7]=1. The yield is 0.570. (3) The reactants are [F:1][C:2]1([F:31])[CH2:7][CH2:6][CH:5]([NH:8][C:9]2[C:14]3[C:15]([Sn](C)(C)C)=[N:16][N:17](CC4C=CC(OC)=CC=4)[C:13]=3[CH:12]=[CH:11][N:10]=2)[CH2:4][CH2:3]1.Cl[C:33]1[CH:38]=[C:37](Cl)[N:36]=[CH:35][N:34]=1.[Li+].[Cl-]. The product is [F:31][C:2]1([F:1])[CH2:3][CH2:4][CH:5]([NH:8][C:9]2[C:14]3[C:15]([C:33]4[CH:38]=[CH:37][N:36]=[CH:35][N:34]=4)=[N:16][NH:17][C:13]=3[CH:12]=[CH:11][N:10]=2)[CH2:6][CH2:7]1. The yield is 0.410. The catalyst is [Cu]I.C1C=CC([P]([Pd]([P](C2C=CC=CC=2)(C2C=CC=CC=2)C2C=CC=CC=2)([P](C2C=CC=CC=2)(C2C=CC=CC=2)C2C=CC=CC=2)[P](C2C=CC=CC=2)(C2C=CC=CC=2)C2C=CC=CC=2)(C2C=CC=CC=2)C2C=CC=CC=2)=CC=1.C1COCC1. (4) The reactants are [CH3:1][O:2][C:3]1[CH:9]=[C:8]([CH:10]2[CH2:15][CH2:14][N:13]([CH3:16])[CH2:12][CH2:11]2)[C:7]([N+:17]([O-:19])=[O:18])=[CH:6][C:4]=1[NH2:5].CC1C=[CH:23][C:24]([S:27](O)(=[O:29])=[O:28])=[CH:25]C=1.NC1C=C(N[C:43]2[N:48]=[C:47]([NH:49][C:50]3[CH:59]=[CH:58][CH:57]=[CH:56][C:51]=3C(NC)=O)[C:46]([Cl:60])=[CH:45][N:44]=2)C2CCCCC=2C=1. The catalyst is CC(O)C. The product is [Cl:60][C:46]1[C:47]([NH:49][C:50]2[CH:59]=[CH:58][CH:57]=[CH:56][C:51]=2[S:27]([CH:24]([CH3:25])[CH3:23])(=[O:29])=[O:28])=[N:48][C:43]([NH:5][C:4]2[CH:6]=[C:7]([N+:17]([O-:19])=[O:18])[C:8]([CH:10]3[CH2:11][CH2:12][N:13]([CH3:16])[CH2:14][CH2:15]3)=[CH:9][C:3]=2[O:2][CH3:1])=[N:44][CH:45]=1. The yield is 0.120. (5) The reactants are [CH3:1][O:2][C:3]1[CH:12]=[CH:11][C:10]2[NH:9][C:8](=[O:13])[C:7]3[S:14][CH:15]=[CH:16][C:6]=3[C:5]=2[C:4]=1/[CH:17]=[CH:18]/[CH2:19][N:20]1[CH2:25][CH2:24][CH:23]([NH:26]C(=O)OC(C)(C)C)[CH2:22][CH2:21]1.C(O)(C(F)(F)F)=O. No catalyst specified. The product is [NH2:26][CH:23]1[CH2:22][CH2:21][N:20]([CH2:19]/[CH:18]=[CH:17]/[C:4]2[C:5]3[C:6]4[CH:16]=[CH:15][S:14][C:7]=4[C:8](=[O:13])[NH:9][C:10]=3[CH:11]=[CH:12][C:3]=2[O:2][CH3:1])[CH2:25][CH2:24]1. The yield is 0.860. (6) The reactants are [CH3:1][NH2:2].C([O-])([O-])=O.[K+].[K+].Br[CH2:10][C:11]1[N:15]([CH3:16])[N:14]=[C:13]([N+:17]([O-:19])=[O:18])[CH:12]=1. The catalyst is CC(C)=O. The product is [CH3:1][NH:2][CH2:10][C:11]1[N:15]([CH3:16])[N:14]=[C:13]([N+:17]([O-:19])=[O:18])[CH:12]=1. The yield is 0.990. (7) The reactants are [CH2:1]([N:8]1[CH2:13][CH2:12][C:11]([C:15]2[CH:20]=[CH:19][CH:18]=[CH:17][C:16]=2[CH2:21][CH2:22]O)([OH:14])[CH2:10][CH2:9]1)[C:2]1[CH:7]=[CH:6][CH:5]=[CH:4][CH:3]=1.C(N(CC)CC)C.CS(Cl)(=O)=O. No catalyst specified. The product is [CH2:1]([N:8]1[CH2:9][CH2:10][C:11]2([C:15]3[C:16](=[CH:17][CH:18]=[CH:19][CH:20]=3)[CH2:21][CH2:22][O:14]2)[CH2:12][CH2:13]1)[C:2]1[CH:7]=[CH:6][CH:5]=[CH:4][CH:3]=1. The yield is 0.210.